This data is from Reaction yield outcomes from USPTO patents with 853,638 reactions. The task is: Predict the reaction yield, written as a fraction of the theoretical maximum amount of product (1.0 means a 100% yield; for example, 0.34 means a 34% yield). (1) The reactants are BrC1C=CC=C(Br)C=1O.[C:10]([CH:15]([CH2:19][CH:20]=[CH2:21])[CH2:16]C=C)([O:12][CH2:13][CH3:14])=[O:11]. The catalyst is O(Cl)Cl.[W].C1(C)C=CC=CC=1. The product is [CH:15]1([C:10]([O:12][CH2:13][CH3:14])=[O:11])[CH2:16][CH:21]=[CH:20][CH2:19]1. The yield is 0.710. (2) The reactants are [C:1]([O:5][C:6]([N:8]1[CH2:14][CH2:13][CH2:12][C:11](=[O:15])[CH2:10][CH2:9]1)=[O:7])([CH3:4])([CH3:3])[CH3:2].[Cl:16][C:17]1[CH:22]=[CH:21][C:20]([Mg]Br)=[CH:19][CH:18]=1.C(OCC)C. The catalyst is C1COCC1. The product is [C:1]([O:5][C:6]([N:8]1[CH2:14][CH2:13][CH2:12][C:11]([C:20]2[CH:21]=[CH:22][C:17]([Cl:16])=[CH:18][CH:19]=2)([OH:15])[CH2:10][CH2:9]1)=[O:7])([CH3:4])([CH3:2])[CH3:3]. The yield is 0.960. (3) The reactants are Br[CH2:2][C:3]1[CH:4]=[C:5]([NH:9][C:10]2[N:15]=[C:14]([NH:16][CH2:17][CH2:18][CH2:19][C:20]3[CH:21]=[C:22]([OH:26])[CH:23]=[CH:24][CH:25]=3)[C:13]([Cl:27])=[CH:12][N:11]=2)[CH:6]=[CH:7][CH:8]=1.[OH-].[Na+].Cl. The catalyst is O1CCCC1.O. The product is [Cl:27][C:13]1[CH:12]=[N:11][C:10]2=[N:15][C:14]=1[NH:16][CH2:17][CH2:18][CH2:19][C:20]1[CH:21]=[C:22]([O:26][CH2:2][C:3]3[CH:4]=[C:5]([NH:9]2)[CH:6]=[CH:7][CH:8]=3)[CH:23]=[CH:24][CH:25]=1. The yield is 0.200. (4) The reactants are [O:1]1[CH2:5][CH2:4][CH:3]([OH:6])[CH2:2]1.C(N(CC)CC)C.[S:14](Cl)([CH3:17])(=[O:16])=[O:15].O. The catalyst is C(Cl)Cl. The product is [O:1]1[CH2:5][CH2:4][CH:3]([O:6][S:14]([CH3:17])(=[O:16])=[O:15])[CH2:2]1. The yield is 0.930. (5) The reactants are [CH3:1][C@@H:2]([NH:13][CH2:14][CH2:15][CH2:16][C:17]1[CH:18]=[CH:19][CH:20]=[C:21]([C:23]([F:26])([F:25])[F:24])[CH:22]=1)[C:3]1[CH:4]=[CH:5][CH:6]=[C:7]2[CH:12]=[CH:11][CH:10]=[CH:9][C:8]=12.ClC1C=CC=C(C(OO)=[O:35])C=1.C(=O)(O)[O-].[Na+]. The catalyst is ClCCl. The product is [CH3:1][C@H:2]([C:3]1[C:8]2[C:7](=[CH:12][CH:11]=[CH:10][CH:9]=2)[CH:6]=[CH:5][CH:4]=1)[NH+:13]([O-:35])[CH2:14][CH2:15][CH2:16][C:17]1[CH:18]=[CH:19][CH:20]=[C:21]([C:23]([F:24])([F:25])[F:26])[CH:22]=1. The yield is 0.900. (6) The reactants are [OH:1][CH2:2][C:3]1[CH:8]=[CH:7][C:6]([OH:9])=[CH:5][CH:4]=1.[CH:10]([O:13][CH2:14][CH2:15]O)([CH3:12])[CH3:11]. The catalyst is C(S(O)(=O)=O)(F)(F)F.C(S(O)(=O)=O)(F)(F)F.C(S(O)(=O)=O)(F)(F)F.O.[Yb].O. The product is [CH:10]([O:13][CH2:14][CH2:15][O:1][CH2:2][C:3]1[CH:8]=[CH:7][C:6]([OH:9])=[CH:5][CH:4]=1)([CH3:12])[CH3:11]. The yield is 0.670. (7) The reactants are [NH4+].[Cl-].[Cl:3][C:4]1[CH:5]=[C:6]2[C:11](=[CH:12][CH:13]=1)[C:10](F)([F:14])[C:9](F)([F:16])[CH:8]=[CH:7]2.C1COCC1. The catalyst is [NH4+].[OH-].[Zn]. The product is [Cl:3][C:4]1[CH:5]=[C:6]2[C:11](=[CH:12][CH:13]=1)[C:10]([F:14])=[C:9]([F:16])[CH:8]=[CH:7]2. The yield is 0.920.